This data is from Full USPTO retrosynthesis dataset with 1.9M reactions from patents (1976-2016). The task is: Predict the reactants needed to synthesize the given product. (1) Given the product [C:15]([O:19][C:20]([NH:1][C@@H:2]([CH2:6][CH2:7][CH2:8][C:9]([CH3:14])([N+:11]([O-:13])=[O:12])[CH3:10])[C:3]([OH:5])=[O:4])=[O:21])([CH3:18])([CH3:17])[CH3:16], predict the reactants needed to synthesize it. The reactants are: [NH2:1][C@@H:2]([CH2:6][CH2:7][CH2:8][C:9]([CH3:14])([N+:11]([O-:13])=[O:12])[CH3:10])[C:3]([OH:5])=[O:4].[C:15]([O:19][C:20](O[C:20]([O:19][C:15]([CH3:18])([CH3:17])[CH3:16])=[O:21])=[O:21])([CH3:18])([CH3:17])[CH3:16]. (2) Given the product [F:33][C:32]([F:34])([F:35])[C:23]1[CH:24]=[C:25]([C:28]([F:31])([F:29])[F:30])[CH:26]=[CH:27][C:22]=1[CH2:21][O:1][C:2]1[CH:9]=[CH:8][C:5]([CH:6]=[O:7])=[CH:4][C:3]=1[C:10]([F:11])([F:12])[F:13], predict the reactants needed to synthesize it. The reactants are: [OH:1][C:2]1[CH:9]=[CH:8][C:5]([CH:6]=[O:7])=[CH:4][C:3]=1[C:10]([F:13])([F:12])[F:11].C(=O)([O-])[O-].[K+].[K+].Br[CH2:21][C:22]1[CH:27]=[CH:26][C:25]([C:28]([F:31])([F:30])[F:29])=[CH:24][C:23]=1[C:32]([F:35])([F:34])[F:33].O. (3) The reactants are: Cl[C:2]1[CH:3]=[C:4]([CH:9]=[CH:10][N:11]=1)[C:5]([O:7][CH3:8])=[O:6].[F:12][C:13]1[CH:14]=[C:15](B(O)O)[CH:16]=[CH:17][C:18]=1[F:19].C(=O)([O-])[O-].[K+].[K+]. Given the product [F:12][C:13]1[CH:14]=[C:15]([C:2]2[CH:3]=[C:4]([CH:9]=[CH:10][N:11]=2)[C:5]([O:7][CH3:8])=[O:6])[CH:16]=[CH:17][C:18]=1[F:19], predict the reactants needed to synthesize it.